Dataset: Full USPTO retrosynthesis dataset with 1.9M reactions from patents (1976-2016). Task: Predict the reactants needed to synthesize the given product. (1) Given the product [Cl:30][C:23]1[CH:22]=[C:21]([C:18]2[CH:19]=[CH:20][N:16]([CH2:15][C@@H:14]([NH:13][C:9]([C:6]3[CH:7]=[CH:8][N:4]([CH:3]=[C:2]([CH3:1])[CH3:12])[N:5]=3)=[O:11])[CH3:31])[N:17]=2)[CH:28]=[C:27]([F:29])[C:24]=1[C:25]#[N:26], predict the reactants needed to synthesize it. The reactants are: [CH3:1][C:2]([CH3:12])=[CH:3][N:4]1[CH:8]=[CH:7][C:6]([C:9]([OH:11])=O)=[N:5]1.[NH2:13][C@@H:14]([CH3:31])[CH2:15][N:16]1[CH:20]=[CH:19][C:18]([C:21]2[CH:28]=[C:27]([F:29])[C:24]([C:25]#[N:26])=[C:23]([Cl:30])[CH:22]=2)=[N:17]1. (2) The reactants are: [F:1][C:2]1[CH:7]=[C:6]([NH:8][C:9]([NH:11][CH2:12][CH2:13][OH:14])=[O:10])[CH:5]=[CH:4][C:3]=1[C:15]1[N:16]=[C:17]([N:29]2[CH2:34][CH2:33][O:32][CH2:31][C@@H:30]2C)[C:18]2[CH2:23][N:22](C(OCC)=O)[CH2:21][C:19]=2[N:20]=1.ClC1N=[C:39](N2CCOCC2)[C:40]2CN(C(C)C)C[C:41]=2N=1. Given the product [F:1][C:2]1[CH:7]=[C:6]([NH:8][C:9]([NH:11][CH2:12][CH2:13][OH:14])=[O:10])[CH:5]=[CH:4][C:3]=1[C:15]1[N:16]=[C:17]([N:29]2[CH2:30][CH2:31][O:32][CH2:33][CH2:34]2)[C:18]2[CH2:23][N:22]([CH:40]([CH3:41])[CH3:39])[CH2:21][C:19]=2[N:20]=1, predict the reactants needed to synthesize it. (3) Given the product [Br:1][C:2]1[CH:3]=[CH:4][C:5]2[C:13]3[C:12](=[N:25][CH:24]=[CH:23][N:26]=3)[C:11]3[NH:10][C:9]([CH3:16])=[C:8]([C:17]([O:19][CH2:20][CH3:21])=[O:18])[C:7]=3[C:6]=2[CH:22]=1, predict the reactants needed to synthesize it. The reactants are: [Br:1][C:2]1[CH:3]=[CH:4][C:5]2[C:13](=O)[C:12](=O)[C:11]3[NH:10][C:9]([CH3:16])=[C:8]([C:17]([O:19][CH2:20][CH3:21])=[O:18])[C:7]=3[C:6]=2[CH:22]=1.[CH2:23]([NH2:26])[CH2:24][NH2:25].